From a dataset of NCI-60 drug combinations with 297,098 pairs across 59 cell lines. Regression. Given two drug SMILES strings and cell line genomic features, predict the synergy score measuring deviation from expected non-interaction effect. (1) Drug 1: CC1C(C(CC(O1)OC2CC(CC3=C2C(=C4C(=C3O)C(=O)C5=C(C4=O)C(=CC=C5)OC)O)(C(=O)C)O)N)O.Cl. Synergy scores: CSS=20.6, Synergy_ZIP=-1.02, Synergy_Bliss=3.44, Synergy_Loewe=-21.1, Synergy_HSA=0.816. Drug 2: CC1C(C(CC(O1)OC2CC(OC(C2O)C)OC3=CC4=CC5=C(C(=O)C(C(C5)C(C(=O)C(C(C)O)O)OC)OC6CC(C(C(O6)C)O)OC7CC(C(C(O7)C)O)OC8CC(C(C(O8)C)O)(C)O)C(=C4C(=C3C)O)O)O)O. Cell line: HT29. (2) Drug 1: CC12CCC(CC1=CCC3C2CCC4(C3CC=C4C5=CN=CC=C5)C)O. Drug 2: CC(C)(C#N)C1=CC(=CC(=C1)CN2C=NC=N2)C(C)(C)C#N. Cell line: HS 578T. Synergy scores: CSS=7.72, Synergy_ZIP=-0.442, Synergy_Bliss=5.14, Synergy_Loewe=1.29, Synergy_HSA=1.87. (3) Drug 1: C1CC(=O)NC(=O)C1N2CC3=C(C2=O)C=CC=C3N. Drug 2: CS(=O)(=O)CCNCC1=CC=C(O1)C2=CC3=C(C=C2)N=CN=C3NC4=CC(=C(C=C4)OCC5=CC(=CC=C5)F)Cl. Cell line: MDA-MB-435. Synergy scores: CSS=3.33, Synergy_ZIP=3.72, Synergy_Bliss=6.37, Synergy_Loewe=1.69, Synergy_HSA=0.838. (4) Drug 1: C1=CC(=CC=C1CC(C(=O)O)N)N(CCCl)CCCl.Cl. Drug 2: C1C(C(OC1N2C=C(C(=O)NC2=O)F)CO)O. Cell line: NCI-H522. Synergy scores: CSS=20.1, Synergy_ZIP=-10.8, Synergy_Bliss=-11.6, Synergy_Loewe=-20.1, Synergy_HSA=-8.73. (5) Drug 1: C1CN1P(=S)(N2CC2)N3CC3. Drug 2: C1=NC2=C(N1)C(=S)N=CN2. Cell line: NCI-H522. Synergy scores: CSS=49.5, Synergy_ZIP=-4.86, Synergy_Bliss=-3.29, Synergy_Loewe=-4.24, Synergy_HSA=0.242. (6) Synergy scores: CSS=30.2, Synergy_ZIP=-5.49, Synergy_Bliss=3.32, Synergy_Loewe=3.43, Synergy_HSA=4.02. Drug 1: CC1C(C(CC(O1)OC2CC(CC3=C2C(=C4C(=C3O)C(=O)C5=C(C4=O)C(=CC=C5)OC)O)(C(=O)C)O)N)O.Cl. Cell line: TK-10. Drug 2: C1=CC(=CC=C1CCCC(=O)O)N(CCCl)CCCl. (7) Synergy scores: CSS=4.66, Synergy_ZIP=3.12, Synergy_Bliss=11.1, Synergy_Loewe=5.10, Synergy_HSA=5.51. Cell line: HCT-15. Drug 2: C1=NNC2=C1C(=O)NC=N2. Drug 1: CCC1(CC2CC(C3=C(CCN(C2)C1)C4=CC=CC=C4N3)(C5=C(C=C6C(=C5)C78CCN9C7C(C=CC9)(C(C(C8N6C=O)(C(=O)OC)O)OC(=O)C)CC)OC)C(=O)OC)O.OS(=O)(=O)O. (8) Drug 1: CN(C)N=NC1=C(NC=N1)C(=O)N. Drug 2: CC1=C(C(=O)C2=C(C1=O)N3CC4C(C3(C2COC(=O)N)OC)N4)N. Cell line: NCI-H322M. Synergy scores: CSS=5.91, Synergy_ZIP=-1.57, Synergy_Bliss=-3.57, Synergy_Loewe=-23.6, Synergy_HSA=-7.31.